This data is from NCI-60 drug combinations with 297,098 pairs across 59 cell lines. The task is: Regression. Given two drug SMILES strings and cell line genomic features, predict the synergy score measuring deviation from expected non-interaction effect. (1) Drug 1: C1CN1P(=S)(N2CC2)N3CC3. Drug 2: CN(C(=O)NC(C=O)C(C(C(CO)O)O)O)N=O. Cell line: A498. Synergy scores: CSS=3.56, Synergy_ZIP=-5.01, Synergy_Bliss=-5.47, Synergy_Loewe=-6.79, Synergy_HSA=-5.85. (2) Drug 1: COC1=NC(=NC2=C1N=CN2C3C(C(C(O3)CO)O)O)N. Drug 2: CNC(=O)C1=NC=CC(=C1)OC2=CC=C(C=C2)NC(=O)NC3=CC(=C(C=C3)Cl)C(F)(F)F. Cell line: KM12. Synergy scores: CSS=1.19, Synergy_ZIP=-0.137, Synergy_Bliss=3.41, Synergy_Loewe=1.42, Synergy_HSA=2.20.